From a dataset of Full USPTO retrosynthesis dataset with 1.9M reactions from patents (1976-2016). Predict the reactants needed to synthesize the given product. (1) Given the product [C:1]([O:5][C:6](=[O:31])[CH2:7][N:8]1[C:16]2[C:11](=[CH:12][CH:13]=[CH:14][CH:15]=2)[C:10]([CH:17]([NH:18][S:19]([CH:22]=[CH:23][C:24]2[CH:29]=[CH:28][CH:27]=[CH:26][CH:25]=2)(=[O:21])=[O:20])[CH:32]=[CH2:33])=[C:9]1[CH3:30])([CH3:4])([CH3:3])[CH3:2], predict the reactants needed to synthesize it. The reactants are: [C:1]([O:5][C:6](=[O:31])[CH2:7][N:8]1[C:16]2[C:11](=[CH:12][CH:13]=[CH:14][CH:15]=2)[C:10]([CH:17]=[N:18][S:19]([CH:22]=[CH:23][C:24]2[CH:29]=[CH:28][CH:27]=[CH:26][CH:25]=2)(=[O:21])=[O:20])=[C:9]1[CH3:30])([CH3:4])([CH3:3])[CH3:2].[CH:32]([Mg]Br)=[CH2:33]. (2) Given the product [CH2:7]([O:8][CH2:15][CH:16]1[CH2:21][CH2:20][CH2:19][CH:18]=[CH:17]1)[C:1]1[CH:6]=[CH:5][CH:4]=[CH:3][CH:2]=1, predict the reactants needed to synthesize it. The reactants are: [C:1]1([CH2:7][OH:8])[CH2:6][CH2:5][CH2:4][CH2:3][CH:2]=1.CS(C)=O.[H-].[Na+].[CH2:15](Br)[C:16]1[CH:21]=[CH:20][CH:19]=[CH:18][CH:17]=1. (3) Given the product [Br:32][C:30]1[CH:31]=[C:9]2[C:10](=[CH:28][CH:29]=1)[C:11](=[O:12])[N:13]([CH2:19][C:20]1[CH:21]=[CH:22][C:23]([O:26][CH3:27])=[CH:24][CH:25]=1)[C:14]([C:15](=[O:18])[CH2:16][CH3:17])=[C:1]2[C:2]1[CH:3]=[CH:4][CH:5]=[CH:6][CH:7]=1, predict the reactants needed to synthesize it. The reactants are: [C:1]([C:9]1[CH:31]=[C:30]([Br:32])[CH:29]=[CH:28][C:10]=1[C:11]([N:13]([CH2:19][C:20]1[CH:25]=[CH:24][C:23]([O:26][CH3:27])=[CH:22][CH:21]=1)[CH2:14][C:15](=[O:18])[CH2:16][CH3:17])=[O:12])(=O)[C:2]1[CH:7]=[CH:6][CH:5]=[CH:4][CH:3]=1.C1CCN2C(=NCCC2)CC1. (4) Given the product [Cl:1][C:2]1[CH:10]=[C:9]2[C:5]([C:6]([CH3:28])=[CH:7][N:8]2[S:11]([C:14]2[CH:19]=[CH:18][C:17]([O:20][CH3:21])=[C:16]([N:22]3[CH2:23][CH2:24][N:25]([CH3:29])[CH2:26][CH2:27]3)[CH:15]=2)(=[O:13])=[O:12])=[CH:4][CH:3]=1, predict the reactants needed to synthesize it. The reactants are: [Cl:1][C:2]1[CH:10]=[C:9]2[C:5]([C:6]([CH3:28])=[CH:7][N:8]2[S:11]([C:14]2[CH:19]=[CH:18][C:17]([O:20][CH3:21])=[C:16]([N:22]3[CH2:27][CH2:26][NH:25][CH2:24][CH2:23]3)[CH:15]=2)(=[O:13])=[O:12])=[CH:4][CH:3]=1.[C:29]([BH3-])#N.[Na+].C=O. (5) Given the product [CH2:15]([C:17]([C:35]1[CH:40]=[CH:39][C:38]([OH:41])=[C:37]([CH3:42])[CH:36]=1)([C:20]1[CH:25]=[CH:24][C:23](/[CH:26]=[CH:27]/[C:28]2([OH:33])[CH2:32][CH2:31][CH2:30][CH2:29]2)=[C:22]([CH3:34])[CH:21]=1)[CH2:18][CH3:19])[CH3:16], predict the reactants needed to synthesize it. The reactants are: [H-].COCCO[Al+]OCCOC.[Na+].[H-].[CH2:15]([C:17]([C:35]1[CH:40]=[CH:39][C:38]([OH:41])=[C:37]([CH3:42])[CH:36]=1)([C:20]1[CH:25]=[CH:24][C:23]([C:26]#[C:27][C:28]2([OH:33])[CH2:32][CH2:31][CH2:30][CH2:29]2)=[C:22]([CH3:34])[CH:21]=1)[CH2:18][CH3:19])[CH3:16].